From a dataset of Catalyst prediction with 721,799 reactions and 888 catalyst types from USPTO. Predict which catalyst facilitates the given reaction. (1) Reactant: [NH2:1][O:2][CH:3]([C:13]1[CH:18]=[CH:17][CH:16]=[CH:15][CH:14]=1)[CH2:4][NH:5]C(=O)OC(C)(C)C.F[C:20](F)(F)[C:21]([OH:23])=O. Product: [NH2:5][CH2:4][CH:3]([C:13]1[CH:14]=[CH:15][CH:16]=[CH:17][CH:18]=1)[O:2][N:1]1[C:21](=[O:23])[C:20]2[C:13](=[CH:14][CH:15]=[CH:16][CH:17]=2)[C:3]1=[O:2]. The catalyst class is: 4. (2) Reactant: [Cl:1][C:2]1[C:11]([O:12][CH3:13])=[CH:10][C:5]([C:6]([O:8][CH3:9])=[O:7])=[CH:4][C:3]=1[C:14]#[CH:15].Br[C:17]1[CH:18]=[N:19][C:20]([NH:23][C:24]2[CH:29]=[CH:28][C:27]([N:30]3[CH2:35][C@H:34]([CH3:36])[NH:33][C@H:32]([CH3:37])[CH2:31]3)=[CH:26][CH:25]=2)=[N:21][CH:22]=1. Product: [Cl:1][C:2]1[C:11]([O:12][CH3:13])=[CH:10][C:5]([C:6]([O:8][CH3:9])=[O:7])=[CH:4][C:3]=1[C:14]#[C:15][C:17]1[CH:18]=[N:19][C:20]([NH:23][C:24]2[CH:29]=[CH:28][C:27]([N:30]3[CH2:31][C@@H:32]([CH3:37])[NH:33][C@@H:34]([CH3:36])[CH2:35]3)=[CH:26][CH:25]=2)=[N:21][CH:22]=1. The catalyst class is: 700. (3) Reactant: Cl.[C:2]([C:4]1[CH:9]=[CH:8][C:7]([NH:10]N)=[CH:6][CH:5]=1)#[N:3].[CH2:12]([O:19][C:20](=[O:29])[NH:21][CH:22]1[CH2:27][CH2:26][C:25](=O)[CH2:24][CH2:23]1)[C:13]1[CH:18]=[CH:17][CH:16]=[CH:15][CH:14]=1. The catalyst class is: 15. Product: [CH2:12]([O:19][C:20](=[O:29])[NH:21][CH:22]1[CH2:23][C:24]2[C:8]3[C:7](=[CH:6][CH:5]=[C:4]([C:2]#[N:3])[CH:9]=3)[NH:10][C:25]=2[CH2:26][CH2:27]1)[C:13]1[CH:18]=[CH:17][CH:16]=[CH:15][CH:14]=1. (4) Reactant: [CH2:1]([O:3][C:4]([C:6]1[NH:7][C:8]2[C:13]([CH:14]=1)=[CH:12][CH:11]=[C:10]([C:15]#[N:16])[CH:9]=2)=[O:5])[CH3:2].[H-].[Na+].I[CH3:20]. Product: [CH2:1]([O:3][C:4]([C:6]1[N:7]([CH3:20])[C:8]2[C:13]([CH:14]=1)=[CH:12][CH:11]=[C:10]([C:15]#[N:16])[CH:9]=2)=[O:5])[CH3:2]. The catalyst class is: 1. (5) Reactant: [CH3:1][O:2][C:3](=[O:15])[C:4]([C:7]1[CH:12]=[CH:11][C:10]([NH2:13])=[C:9]([F:14])[CH:8]=1)([CH3:6])[CH3:5].Cl[C:17](Cl)([O:19]C(=O)OC(Cl)(Cl)Cl)Cl.CCN(CC)CC. Product: [CH3:1][O:2][C:3](=[O:15])[C:4]([C:7]1[CH:12]=[CH:11][C:10]([N:13]=[C:17]=[O:19])=[C:9]([F:14])[CH:8]=1)([CH3:6])[CH3:5]. The catalyst class is: 2.